From a dataset of Full USPTO retrosynthesis dataset with 1.9M reactions from patents (1976-2016). Predict the reactants needed to synthesize the given product. (1) Given the product [CH2:8]([O:7][P:5]([O:11][CH2:12][C:13]1[CH:30]=[CH:29][C:28]([CH3:31])=[CH:27][C:14]=1[C:15]([OH:17])=[O:16])([O:4][CH2:1][CH:2]=[CH2:3])=[O:6])[CH:9]=[CH2:10], predict the reactants needed to synthesize it. The reactants are: [CH2:1]([O:4][P:5]([O:11][CH2:12][C:13]1[CH:30]=[CH:29][C:28]([CH3:31])=[CH:27][C:14]=1[C:15]([O:17]CC1C=CC(OC)=CC=1)=[O:16])([O:7][CH2:8][CH:9]=[CH2:10])=[O:6])[CH:2]=[CH2:3].FC(F)(F)C(O)=O. (2) Given the product [C:1]([O:5][C:6]([C@H:8]1[C@H:11]([CH2:12][CH3:13])[CH2:10][NH:9]1)=[O:7])([CH3:4])([CH3:3])[CH3:2], predict the reactants needed to synthesize it. The reactants are: [C:1]([O:5][C:6]([C@H:8]1[C@H:11]([CH2:12][CH3:13])[CH2:10][N:9]1C(C1C=CC=CC=1)C1C=CC=CC=1)=[O:7])([CH3:4])([CH3:3])[CH3:2].C(Cl)(=O)C. (3) Given the product [F:1][C:2]1[CH:3]=[CH:4][C:5]([NH2:17])=[C:6]([O:7][CH:8]([C:10]2[O:14][N:13]=[C:12]([CH3:15])[CH:11]=2)[CH3:9])[CH:16]=1, predict the reactants needed to synthesize it. The reactants are: [F:1][C:2]1[CH:3]=[CH:4][C:5]([N+:17]([O-])=O)=[C:6]([CH:16]=1)[O:7][CH:8]([C:10]1[O:14][N:13]=[C:12]([CH3:15])[CH:11]=1)[CH3:9].O.O.[Sn](Cl)Cl. (4) Given the product [C:21]([O:25][C:26]([N:28]1[CH2:33][CH2:32][CH:31]([NH:34][C:4]([NH:5][C:6]2[CH:11]=[C:10]([C:12]3[CH:17]=[CH:16][CH:15]=[CH:14][C:13]=3[O:18][CH3:19])[N:9]=[CH:8][N:7]=2)=[O:20])[CH2:30][CH2:29]1)=[O:27])([CH3:24])([CH3:22])[CH3:23], predict the reactants needed to synthesize it. The reactants are: C(O[C:4](=[O:20])[NH:5][C:6]1[CH:11]=[C:10]([C:12]2[CH:17]=[CH:16][CH:15]=[CH:14][C:13]=2[O:18][CH3:19])[N:9]=[CH:8][N:7]=1)C.[C:21]([O:25][C:26]([N:28]1[CH2:33][CH2:32][CH:31]([NH2:34])[CH2:30][CH2:29]1)=[O:27])([CH3:24])([CH3:23])[CH3:22].C1(C)C=CC=CC=1. (5) Given the product [CH:32]1([CH2:31][O:30][C:22]2[CH:23]=[C:24]([O:28][CH3:29])[C:25]([F:27])=[CH:26][C:21]=2[C:20]2[C:15]3[NH:14][C:13]([CH3:35])=[C:12]([C:10]([NH:9][C@H:6]4[CH2:7][CH2:8][C@H:3]([NH:2][C:40](=[O:39])[CH2:41][OH:42])[CH2:4][CH2:5]4)=[O:11])[C:16]=3[N:17]=[CH:18][N:19]=2)[CH2:34][CH2:33]1, predict the reactants needed to synthesize it. The reactants are: Cl.[NH2:2][C@H:3]1[CH2:8][CH2:7][C@H:6]([NH:9][C:10]([C:12]2[C:16]3[N:17]=[CH:18][N:19]=[C:20]([C:21]4[CH:26]=[C:25]([F:27])[C:24]([O:28][CH3:29])=[CH:23][C:22]=4[O:30][CH2:31][CH:32]4[CH2:34][CH2:33]4)[C:15]=3[NH:14][C:13]=2[CH3:35])=[O:11])[CH2:5][CH2:4]1.C([O:39][CH2:40][C:41](Cl)=[O:42])(=O)C. (6) Given the product [F:1][C:2]1[CH:13]=[CH:12][C:5]([CH2:6][N:7]2[C:11]3[CH:16]=[C:17]([C:18]([O:20][CH2:21][CH3:22])=[O:19])[N:23]=[CH:24][C:10]=3[CH:9]=[CH:8]2)=[CH:4][CH:3]=1, predict the reactants needed to synthesize it. The reactants are: [F:1][C:2]1[CH:13]=[CH:12][C:5]([CH2:6][N:7]2[CH:11]=[CH:10][CH:9]=[CH:8]2)=[CH:4][CH:3]=1.CN(C)[CH:16]=[C:17]([N:23]=[CH:24]N(C)C)[C:18]([O:20][CH2:21][CH3:22])=[O:19].FC(F)(F)C(O)=O.